From a dataset of Catalyst prediction with 721,799 reactions and 888 catalyst types from USPTO. Predict which catalyst facilitates the given reaction. (1) Reactant: [C:1]([O:5][C:6]([N:8]1[C:16]2[C:11](=[CH:12][CH:13]=[CH:14][CH:15]=2)[C:10]([CH:17]([OH:27])[C:18]2[CH:23]=[C:22]([F:24])[C:21]([F:25])=[CH:20][C:19]=2[F:26])=[CH:9]1)=[O:7])([CH3:4])([CH3:3])[CH3:2].CC1C=CN=C(N)C=1C.[C:37](O[C:37](=[O:40])[CH2:38][CH3:39])(=[O:40])[CH2:38][CH3:39]. Product: [C:1]([O:5][C:6]([N:8]1[C:16]2[C:11](=[CH:12][CH:13]=[CH:14][CH:15]=2)[C:10]([CH:17]([O:27][C:37](=[O:40])[CH2:38][CH3:39])[C:18]2[CH:23]=[C:22]([F:24])[C:21]([F:25])=[CH:20][C:19]=2[F:26])=[CH:9]1)=[O:7])([CH3:4])([CH3:2])[CH3:3]. The catalyst class is: 1. (2) Reactant: [C:1]([N:8]1[CH2:13][CH2:12][NH:11][CH2:10][CH2:9]1)([O:3][C:4]([CH3:7])([CH3:6])[CH3:5])=[O:2].[C:14](O)(=[O:21])[C:15]1[CH:20]=[CH:19][CH:18]=[CH:17][CH:16]=1.CN(C(ON1N=NC2C=CC=NC1=2)=[N+](C)C)C.F[P-](F)(F)(F)(F)F.CCN(C(C)C)C(C)C. Product: [C:14]([N:11]1[CH2:10][CH2:9][N:8]([C:1]([O:3][C:4]([CH3:7])([CH3:6])[CH3:5])=[O:2])[CH2:13][CH2:12]1)(=[O:21])[C:15]1[CH:20]=[CH:19][CH:18]=[CH:17][CH:16]=1. The catalyst class is: 3. (3) Reactant: [CH2:1]([C:3]1[S:4][CH:5]=[C:6](/[CH:8]=[CH:9]/[C:10]2[C:11]([O:21][CH2:22][C:23]3[CH:46]=[CH:45][C:26]([O:27][CH2:28][C:29]4[N:30]=[C:31]([C:35]5[CH:36]=[C:37]([CH:42]=[CH:43][CH:44]=5)[C:38]([O:40]C)=[O:39])[O:32][C:33]=4[CH3:34])=[C:25]([O:47][CH3:48])[CH:24]=3)=[N:12][N:13]([C:15]3[CH:20]=[CH:19][CH:18]=[CH:17][CH:16]=3)[CH:14]=2)[N:7]=1)[CH3:2].O1CCCC1.[OH-].[Na+].Cl. The catalyst class is: 97. Product: [CH2:1]([C:3]1[S:4][CH:5]=[C:6](/[CH:8]=[CH:9]/[C:10]2[C:11]([O:21][CH2:22][C:23]3[CH:46]=[CH:45][C:26]([O:27][CH2:28][C:29]4[N:30]=[C:31]([C:35]5[CH:36]=[C:37]([CH:42]=[CH:43][CH:44]=5)[C:38]([OH:40])=[O:39])[O:32][C:33]=4[CH3:34])=[C:25]([O:47][CH3:48])[CH:24]=3)=[N:12][N:13]([C:15]3[CH:16]=[CH:17][CH:18]=[CH:19][CH:20]=3)[CH:14]=2)[N:7]=1)[CH3:2]. (4) Reactant: [Br:1][C:2]1[CH:7]=[CH:6][C:5]([CH:8]2[CH2:10][CH:9]2[CH2:11][C:12]([NH:14][NH2:15])=[O:13])=[CH:4][CH:3]=1.[CH2:16]([N:18]=[C:19]=[O:20])[CH3:17]. The catalyst class is: 1. Product: [Br:1][C:2]1[CH:3]=[CH:4][C:5]([CH:8]2[CH2:10][CH:9]2[CH2:11][C:12]([NH:14][NH:15][C:19]([NH:18][CH2:16][CH3:17])=[O:20])=[O:13])=[CH:6][CH:7]=1. (5) Reactant: [C:1](Cl)(=[O:8])[C:2]1[CH:7]=[CH:6][CH:5]=[CH:4][CH:3]=1.[NH2:10][C:11]1[S:12][C:13]([CH:17]=[O:18])=[C:14]([Cl:16])[N:15]=1.N1C=CC=CC=1. Product: [Cl:16][C:14]1[N:15]=[C:11]([NH:10][C:1](=[O:8])[C:2]2[CH:7]=[CH:6][CH:5]=[CH:4][CH:3]=2)[S:12][C:13]=1[CH:17]=[O:18]. The catalyst class is: 367.